The task is: Predict the reaction yield, written as a fraction of the theoretical maximum amount of product (1.0 means a 100% yield; for example, 0.34 means a 34% yield).. This data is from Reaction yield outcomes from USPTO patents with 853,638 reactions. (1) The catalyst is C(OCC)C. The yield is 0.940. The reactants are [Br:1][C:2]1[CH:3]=[C:4]([CH:8]=[C:9]([I:11])[CH:10]=1)[C:5]([OH:7])=[O:6].Cl.[CH3:13]O. The product is [Br:1][C:2]1[CH:3]=[C:4]([CH:8]=[C:9]([I:11])[CH:10]=1)[C:5]([O:7][CH3:13])=[O:6]. (2) The catalyst is C1COCC1.O. The product is [CH3:36][C:35]1([CH3:37])[C:31]([CH3:30])([CH3:45])[O:32][B:33]([C:38]2[CH:43]=[CH:42][C:41]([O:29][CH2:28][C@H:25]3[CH2:26][CH2:27][C@H:22]([O:21][CH:16]4[CH2:17][CH2:18][CH2:19][CH2:20][O:15]4)[CH2:23][CH2:24]3)=[CH:40][CH:39]=2)[O:34]1. The reactants are N(C(OC(C)C)=O)=NC(OC(C)C)=O.[O:15]1[CH2:20][CH2:19][CH2:18][CH2:17][CH:16]1[O:21][C@H:22]1[CH2:27][CH2:26][C@H:25]([CH2:28][OH:29])[CH2:24][CH2:23]1.[CH3:30][C:31]1([CH3:45])[C:35]([CH3:37])([CH3:36])[O:34][B:33]([C:38]2[CH:43]=[CH:42][C:41](O)=[CH:40][CH:39]=2)[O:32]1.C1(P(C2C=CC=CC=2)C2C=CC=CC=2)C=CC=CC=1.C(N(CC)CC)C. The yield is 0.480. (3) The reactants are Br[C:2]1[CH:3]=[CH:4][C:5]([F:17])=[C:6]([C:8]2[C:9]([C:15]#[N:16])=[CH:10][C:11]([F:14])=[CH:12][CH:13]=2)[CH:7]=1.C([O-])(=O)C.[K+].[B:23]1([B:23]2[O:28][CH2:27][C:26]([CH3:30])([CH3:29])[CH2:25][O:24]2)[O:28][CH2:27][C:26]([CH3:30])([CH3:29])[CH2:25][O:24]1.CS(C)=O. The catalyst is O1CCOCC1.C1C=CC([PH+]([C]2[CH][CH][CH][CH]2)C2C=CC=CC=2)=CC=1.C1C=CC([PH+]([C]2[CH][CH][CH][CH]2)C2C=CC=CC=2)=CC=1.C(Cl)Cl.Cl[Pd]Cl.[Fe]. The product is [CH3:29][C:26]1([CH3:30])[CH2:27][O:28][B:23]([C:2]2[CH:3]=[CH:4][C:5]([F:17])=[C:6]([C:8]3[C:9]([C:15]#[N:16])=[CH:10][C:11]([F:14])=[CH:12][CH:13]=3)[CH:7]=2)[O:24][CH2:25]1. The yield is 0.770. (4) The yield is 0.710. The reactants are [BH4-].C([N+](CCCC)(CCCC)CCCC)CCC.[Br:19][C:20]1[NH:21][C:22](Br)=[C:23]([N+:25]([O-:27])=[O:26])[N:24]=1. The catalyst is O1CCOCC1. The product is [Br:19][C:20]1[NH:21][CH:22]=[C:23]([N+:25]([O-:27])=[O:26])[N:24]=1. (5) The reactants are [Br:1]N1C(C)(C)C(=O)N(Br)C1=O.[F:12][C:13]([F:28])([F:27])[C:14]1[CH:22]=[CH:21][CH:20]=[C:19]([C:23]([F:26])([F:25])[F:24])[C:15]=1[C:16]([OH:18])=[O:17]. The catalyst is S(=O)(=O)(O)O. The product is [Br:1][C:21]1[CH:22]=[C:14]([C:13]([F:27])([F:28])[F:12])[C:15]([C:16]([OH:18])=[O:17])=[C:19]([C:23]([F:24])([F:26])[F:25])[CH:20]=1. The yield is 0.780. (6) The reactants are [Br:1]Br.[NH:3]1[C:12]2[C:7](=[CH:8][CH:9]=[CH:10][CH:11]=2)[N:6]=[CH:5][C:4]1=[O:13]. The catalyst is C(O)(=O)C. The product is [Br:1][C:10]1[CH:11]=[C:12]2[C:7]([N:6]=[CH:5][C:4](=[O:13])[NH:3]2)=[CH:8][CH:9]=1. The yield is 0.730. (7) The reactants are F[C:2]1[CH:9]=[CH:8][C:7]([I:10])=[CH:6][C:3]=1[CH:4]=O.[NH:11]([C:13]1[CH:18]=[CH:17][CH:16]=[CH:15][N:14]=1)[NH2:12].C(=O)([O-])[O-].[Cs+].[Cs+].CN1C(=O)CCC1. The catalyst is C(OC(=O)C)C.O. The product is [I:10][C:7]1[CH:6]=[C:3]2[C:2](=[CH:9][CH:8]=1)[N:11]([C:13]1[CH:18]=[CH:17][CH:16]=[CH:15][N:14]=1)[N:12]=[CH:4]2. The yield is 0.0500. (8) The reactants are [NH2:1][C:2]1[CH:3]=[CH:4][C:5]([NH:8][C:9]2[CH:14]=[C:13]([CH3:15])[N:12]=[C:11]([NH2:16])[N:10]=2)=[N:6][CH:7]=1.C(N(CC)C1C=CC=CC=1)C.[N+:28]([C:31]1[CH:39]=[CH:38][C:34]([C:35](Cl)=[O:36])=[CH:33][CH:32]=1)([O-:30])=[O:29]. The product is [NH2:16][C:11]1[N:10]=[C:9]([NH:8][C:5]2[N:6]=[CH:7][C:2]([NH:1][C:35](=[O:36])[C:34]3[CH:33]=[CH:32][C:31]([N+:28]([O-:30])=[O:29])=[CH:39][CH:38]=3)=[CH:3][CH:4]=2)[CH:14]=[C:13]([CH3:15])[N:12]=1. The catalyst is O1CCOCC1. The yield is 0.970.